Dataset: hERG potassium channel inhibition data for cardiac toxicity prediction from Karim et al.. Task: Regression/Classification. Given a drug SMILES string, predict its toxicity properties. Task type varies by dataset: regression for continuous values (e.g., LD50, hERG inhibition percentage) or binary classification for toxic/non-toxic outcomes (e.g., AMES mutagenicity, cardiotoxicity, hepatotoxicity). Dataset: herg_karim. (1) The molecule is Cc1ccc(-c2cnc3nc(N4CCC(N5CCCCC5)CC4)sc3c2)cn1. The result is 1 (blocker). (2) The drug is COc1ccc(CC(C)(C)NCC(O)COc2cccc(Cl)c2C#N)cc1. The result is 1 (blocker). (3) The compound is Nc1nc(N2CCC(N)CC2)c2sc(-c3ccc(C(F)(F)F)cc3)cc2n1. The result is 1 (blocker). (4) The drug is Cc1cnnc(-c2ccc3c(c2)C2(COC(N)=N2)C2(COC2)C2(CCC2)O3)c1. The result is 0 (non-blocker). (5) The compound is O=C(Nc1cccc2ccccc12)NS(=O)(=O)c1ccc(OCCCN2CCCC2)cc1. The result is 0 (non-blocker). (6) The molecule is O=C(O)C1CN(C2CCC3(Cc4ccccc4Oc4ccccc43)C2)C1. The result is 0 (non-blocker). (7) The drug is O=C1OCc2cc(CCN3CCN(C(=O)Cc4ccc(-n5cnnn5)cc4)CC3)cc(Cl)c21. The result is 1 (blocker).